This data is from Forward reaction prediction with 1.9M reactions from USPTO patents (1976-2016). The task is: Predict the product of the given reaction. (1) Given the reactants [NH2:1][C:2]1[C:7]([NH2:8])=[C:6]([NH:9][C@@H:10]2[C@@H:15]3[CH2:16][C@@H:12]([CH:13]=[CH:14]3)[C@@H:11]2[C:17]([NH2:19])=[O:18])[C:5]([Cl:20])=[CH:4][N:3]=1.[Cl:21][C:22]1[CH:23]=[C:24]([CH:27]=[CH:28][C:29]=1[N:30]1[CH2:35][CH2:34][O:33][CH2:32][CH2:31]1)[CH:25]=O.C([O-])(=O)C.[NH4+], predict the reaction product. The product is: [Cl:20][C:5]1[C:6]([NH:9][C@@H:10]2[C@@H:15]3[CH2:16][C@@H:12]([CH:13]=[CH:14]3)[C@@H:11]2[C:17]([NH2:19])=[O:18])=[C:7]2[N:8]=[C:25]([C:24]3[CH:27]=[CH:28][C:29]([N:30]4[CH2:35][CH2:34][O:33][CH2:32][CH2:31]4)=[C:22]([Cl:21])[CH:23]=3)[NH:1][C:2]2=[N:3][CH:4]=1. (2) Given the reactants [CH2:1]([C:8]1[CH:9]=[N:10][C:11]2[C:16]([C:17]=1[C:18]1[CH:19]=[C:20]([NH2:24])[CH:21]=[CH:22][CH:23]=1)=[CH:15][CH:14]=[CH:13][C:12]=2[C:25]([F:28])([F:27])[F:26])[C:2]1[CH:7]=[CH:6][CH:5]=[CH:4][CH:3]=1.[CH3:29][O:30][C:31]1[CH:40]=[CH:39][C:38]2[C:33](=[CH:34][CH:35]=[CH:36][CH:37]=2)[C:32]=1[CH:41]=O, predict the reaction product. The product is: [CH2:1]([C:8]1[CH:9]=[N:10][C:11]2[C:16]([C:17]=1[C:18]1[CH:19]=[C:20]([NH:24][CH2:41][C:32]3[C:33]4[C:38](=[CH:37][CH:36]=[CH:35][CH:34]=4)[CH:39]=[CH:40][C:31]=3[O:30][CH3:29])[CH:21]=[CH:22][CH:23]=1)=[CH:15][CH:14]=[CH:13][C:12]=2[C:25]([F:28])([F:26])[F:27])[C:2]1[CH:3]=[CH:4][CH:5]=[CH:6][CH:7]=1. (3) Given the reactants [CH3:1][C:2]1[CH:11]=[CH:10][C:9]2[C:4](=[CH:5][CH:6]=[CH:7][CH:8]=2)[CH:3]=1.[Br:12]N1C(C)(C)C(=O)N(Br)C1=O, predict the reaction product. The product is: [Br:12][CH2:1][C:2]1[CH:11]=[CH:10][C:9]2[C:4](=[CH:5][CH:6]=[CH:7][CH:8]=2)[CH:3]=1.